The task is: Predict the product of the given reaction.. This data is from Forward reaction prediction with 1.9M reactions from USPTO patents (1976-2016). (1) Given the reactants [Cl:1][C:2]1[N:10]=[C:9]2[C:5]([NH:6][CH:7]=[N:8]2)=[C:4]([Cl:11])[N:3]=1.Br[CH2:13][C:14]1[CH:19]=[CH:18][C:17]([O:20][CH3:21])=[CH:16][CH:15]=1, predict the reaction product. The product is: [Cl:1][C:2]1[N:10]=[C:9]2[C:5]([N:6]([CH2:13][C:14]3[CH:19]=[CH:18][C:17]([O:20][CH3:21])=[CH:16][CH:15]=3)[CH:7]=[N:8]2)=[C:4]([Cl:11])[N:3]=1. (2) Given the reactants [Si:1]([O:8][CH2:9][C:10]([NH:13][C:14]([C:16]1[C:20]2=[N:21][C:22]([C:25]3[C:33]4[C:28](=[CH:29][C:30]([CH3:34])=[CH:31][CH:32]=4)[NH:27][N:26]=3)=[CH:23][N:24]=[C:19]2[N:18]([C:35]([C:48]2[CH:53]=[CH:52][CH:51]=[CH:50][CH:49]=2)([C:42]2[CH:47]=[CH:46][CH:45]=[CH:44][CH:43]=2)[C:36]2[CH:41]=[CH:40][CH:39]=[CH:38][CH:37]=2)[CH:17]=1)=[O:15])([CH3:12])[CH3:11])([C:4]([CH3:7])([CH3:6])[CH3:5])([CH3:3])[CH3:2].Cl[CH2:55][C:56]([N:58]1[CH2:63][CH2:62][O:61][CH2:60][CH2:59]1)=[O:57].C([O-])([O-])=O.[K+].[K+].C(OCC)(=O)C, predict the reaction product. The product is: [Si:1]([O:8][CH2:9][C:10]([NH:13][C:14]([C:16]1[C:20]2=[N:21][C:22]([C:25]3[C:33]4[C:28](=[CH:29][C:30]([CH3:34])=[CH:31][CH:32]=4)[N:27]([CH2:55][C:56]([N:58]4[CH2:63][CH2:62][O:61][CH2:60][CH2:59]4)=[O:57])[N:26]=3)=[CH:23][N:24]=[C:19]2[N:18]([C:35]([C:36]2[CH:37]=[CH:38][CH:39]=[CH:40][CH:41]=2)([C:42]2[CH:43]=[CH:44][CH:45]=[CH:46][CH:47]=2)[C:48]2[CH:49]=[CH:50][CH:51]=[CH:52][CH:53]=2)[CH:17]=1)=[O:15])([CH3:11])[CH3:12])([C:4]([CH3:6])([CH3:7])[CH3:5])([CH3:2])[CH3:3]. (3) Given the reactants [CH3:1][O:2][C:3]1[CH:17]=[CH:16][C:6]([CH2:7][C:8]2[S:9][CH:10]=[C:11]([C:13]([OH:15])=O)[N:12]=2)=[CH:5][CH:4]=1.[CH3:18][O:19][C:20]1[CH:21]=[C:22]([C:28]2([CH2:33][NH2:34])[CH2:32][CH2:31][CH2:30][CH2:29]2)[CH:23]=[CH:24][C:25]=1[O:26][CH3:27].C(N(CC)CC)C.F[P-](F)(F)(F)(F)F.N1(OC(N(C)C)=[N+](C)C)C2N=CC=CC=2N=N1, predict the reaction product. The product is: [CH3:18][O:19][C:20]1[CH:21]=[C:22]([C:28]2([CH2:33][NH:34][C:13]([C:11]3[N:12]=[C:8]([CH2:7][C:6]4[CH:5]=[CH:4][C:3]([O:2][CH3:1])=[CH:17][CH:16]=4)[S:9][CH:10]=3)=[O:15])[CH2:29][CH2:30][CH2:31][CH2:32]2)[CH:23]=[CH:24][C:25]=1[O:26][CH3:27]. (4) Given the reactants [CH:1]1([NH:4][C:5]([C:7]2[CH:8]=[C:9]([F:31])[C:10]([CH3:30])=[C:11]([C:13]3[C:14]([C:27](O)=[O:28])=[CH:15][C:16]([C:19]([NH:21][CH2:22][C:23]([CH3:26])([CH3:25])[CH3:24])=[O:20])=[CH:17][CH:18]=3)[CH:12]=2)=[O:6])[CH2:3][CH2:2]1.CN(C(ON1N=NC2C=CC=CC1=2)=[N+](C)C)C.F[P-](F)(F)(F)(F)F.CCN(CC)CC.[NH2:63][CH2:64][CH2:65][CH2:66][CH2:67][CH2:68][OH:69], predict the reaction product. The product is: [CH:1]1([NH:4][C:5]([C:7]2[CH:12]=[C:11]([C:13]3[C:14]([C:27]([NH:63][CH2:64][CH2:65][CH2:66][CH2:67][CH2:68][OH:69])=[O:28])=[CH:15][C:16]([C:19]([NH:21][CH2:22][C:23]([CH3:26])([CH3:25])[CH3:24])=[O:20])=[CH:17][CH:18]=3)[C:10]([CH3:30])=[C:9]([F:31])[CH:8]=2)=[O:6])[CH2:3][CH2:2]1. (5) The product is: [F:10][C:3]1[CH:4]=[C:5]([OH:9])[CH:6]=[C:7]([F:8])[C:2]=1[N:11]1[CH:15]=[CH:14][CH:13]=[N:12]1. Given the reactants Br[C:2]1[C:7]([F:8])=[CH:6][C:5]([OH:9])=[CH:4][C:3]=1[F:10].[NH:11]1[CH:15]=[CH:14][CH:13]=[N:12]1.C(=NO)C1C(=CC=CC=1)O.C(=O)([O-])[O-].[Cs+].[Cs+], predict the reaction product.